This data is from Catalyst prediction with 721,799 reactions and 888 catalyst types from USPTO. The task is: Predict which catalyst facilitates the given reaction. (1) Reactant: [Br:1]N1C(=O)CCC1=O.C1(P(C2C=CC=CC=2)C2C=CC=CC=2)C=CC=CC=1.N1C=CC=CC=1.O[CH2:35][CH2:36][CH2:37][C@@H:38]([C:49]([O:51][C:52]([CH3:55])([CH3:54])[CH3:53])=[O:50])[NH:39][C:40]([O:42][CH2:43][CH2:44][Si:45]([CH3:48])([CH3:47])[CH3:46])=[O:41]. Product: [Br:1][CH2:35][CH2:36][CH2:37][C@@H:38]([C:49]([O:51][C:52]([CH3:55])([CH3:54])[CH3:53])=[O:50])[NH:39][C:40]([O:42][CH2:43][CH2:44][Si:45]([CH3:48])([CH3:47])[CH3:46])=[O:41]. The catalyst class is: 2. (2) Reactant: Cl[C:2]1[N:14]=[C:13]([C:15]2[CH:20]=[CH:19][CH:18]=[C:17]([C:21]([F:24])([F:23])[F:22])[CH:16]=2)[C:12]([F:25])=[CH:11][C:3]=1[C:4]([O:6][C:7]([CH3:10])([CH3:9])[CH3:8])=[O:5].C(=O)([O-])[O-].[Cs+].[Cs+].C(P(C(C)(C)C)C1C=CC2C(=CC=CC=2)C=1C1C2C(=CC=CC=2)C=CC=1)(C)(C)C.[Cl:61][C:62]1[CH:67]=[CH:66][CH:65]=[CH:64][C:63]=1[OH:68]. The catalyst class is: 487. Product: [Cl:61][C:62]1[CH:67]=[CH:66][CH:65]=[CH:64][C:63]=1[O:68][C:2]1[N:14]=[C:13]([C:15]2[CH:20]=[CH:19][CH:18]=[C:17]([C:21]([F:23])([F:22])[F:24])[CH:16]=2)[C:12]([F:25])=[CH:11][C:3]=1[C:4]([O:6][C:7]([CH3:8])([CH3:9])[CH3:10])=[O:5]. (3) Reactant: [O:1]=[C:2]([C:8]1[CH:13]=[CH:12][CH:11]=[CH:10][CH:9]=1)[CH2:3][S:4]C(=O)C.[CH3:14][O:15][C:16]([C:18]1[CH:23]([C:24]2[CH:29]=[CH:28][CH:27]=[CH:26][CH:25]=2)[C:22]([CH:30]=O)=[C:21](Cl)[NH:20][C:19]=1[CH3:33])=[O:17].[OH-].[NH4+]. Product: [CH3:14][O:15][C:16]([C:18]1[CH:23]([C:24]2[CH:29]=[CH:28][CH:27]=[CH:26][CH:25]=2)[C:22]2[CH:30]=[C:3]([C:2](=[O:1])[C:8]3[CH:13]=[CH:12][CH:11]=[CH:10][CH:9]=3)[S:4][C:21]=2[NH:20][C:19]=1[CH3:33])=[O:17]. The catalyst class is: 8. (4) Reactant: Br[CH2:2][CH2:3][CH2:4][NH:5][C:6]1[C:15]2[C:10](=[CH:11][CH:12]=[C:13]([O:16][CH3:17])[CH:14]=2)[CH:9]=[C:8]([C:18]2[CH:23]=[CH:22][N:21]=[C:20]([NH:24][CH3:25])[N:19]=2)[CH:7]=1.[CH3:26][O:27][CH2:28][CH2:29][CH2:30][NH2:31].[C:32](=O)([O:38]C(C)(C)C)[O:33][C:34]([CH3:37])([CH3:36])[CH3:35].C(N(CC)CC)C. Product: [CH3:17][O:16][C:13]1[CH:14]=[C:15]2[C:10]([CH:9]=[C:8]([C:18]3[CH:23]=[CH:22][N:21]=[C:20]([NH:24][CH3:25])[N:19]=3)[CH:7]=[C:6]2[NH:5][CH2:4][CH2:3][CH2:2][N:31]([CH2:30][CH2:29][CH2:28][O:27][CH3:26])[C:32](=[O:38])[O:33][C:34]([CH3:37])([CH3:36])[CH3:35])=[CH:11][CH:12]=1. The catalyst class is: 80. (5) Reactant: [NH2:1][C:2]1[CH:7]=[CH:6][C:5]([C:8]2[CH:13]=[CH:12][CH:11]=[C:10]([CH2:14][N:15]([CH3:27])[C:16](=[O:26])[CH2:17][NH:18][C:19](=[O:25])[O:20][C:21]([CH3:24])([CH3:23])[CH3:22])[CH:9]=2)=[CH:4][CH:3]=1.[C:28](O)(=[O:35])[C:29]1[CH:34]=[CH:33][CH:32]=[N:31][CH:30]=1.CCN=C=NCCCN(C)C.Cl.C1C=CC2N(O)N=NC=2C=1. Product: [CH3:27][N:15]([CH2:14][C:10]1[CH:9]=[C:8]([C:5]2[CH:6]=[CH:7][C:2]([NH:1][C:28]([C:29]3[CH:30]=[N:31][CH:32]=[CH:33][CH:34]=3)=[O:35])=[CH:3][CH:4]=2)[CH:13]=[CH:12][CH:11]=1)[C:16](=[O:26])[CH2:17][NH:18][C:19](=[O:25])[O:20][C:21]([CH3:23])([CH3:24])[CH3:22]. The catalyst class is: 18. (6) Reactant: [Li+].CCC[CH2-].[CH3:6][O:7][C:8]1[CH:9]=[C:10]([NH:16][C:17](=[O:23])[O:18][C:19]([CH3:22])([CH3:21])[CH3:20])[CH:11]=[CH:12][C:13]=1[O:14][CH3:15].[C:24](=[O:26])=[O:25]. Product: [C:19]([O:18][C:17]([NH:16][C:10]1[C:9]([C:24]([OH:26])=[O:25])=[C:8]([O:7][CH3:6])[C:13]([O:14][CH3:15])=[CH:12][CH:11]=1)=[O:23])([CH3:20])([CH3:22])[CH3:21]. The catalyst class is: 7. (7) Reactant: C[O:2][C:3]1[CH:16]=[C:15]2[C:6]([C:7]3([CH3:19])[C:12]([CH3:17])([CH2:13][CH2:14]2)[CH2:11][C:10](=[O:18])[CH2:9][CH2:8]3)=[CH:5][CH:4]=1.B(Br)(Br)Br. Product: [OH:2][C:3]1[CH:16]=[C:15]2[C:6]([C@@:7]3([CH3:19])[C@:12]([CH3:17])([CH2:13][CH2:14]2)[CH2:11][C:10](=[O:18])[CH2:9][CH2:8]3)=[CH:5][CH:4]=1. The catalyst class is: 2. (8) Reactant: [F:1][C:2]1[C:10]([OH:11])=[C:9]2[C:5]([CH:6]=[C:7]([C:12](O)=[O:13])[NH:8]2)=[CH:4][C:3]=1[O:15][C:16]1[CH:17]=[N:18][C:19]([S:22]([CH3:25])(=[O:24])=[O:23])=[CH:20][CH:21]=1.[NH4+].O[N:28]1C2C=CC=CC=2N=N1.Cl.C(N=C=NCCCN(C)C)C. Product: [F:1][C:2]1[C:10]([OH:11])=[C:9]2[C:5]([CH:6]=[C:7]([C:12]([NH2:28])=[O:13])[NH:8]2)=[CH:4][C:3]=1[O:15][C:16]1[CH:17]=[N:18][C:19]([S:22]([CH3:25])(=[O:24])=[O:23])=[CH:20][CH:21]=1. The catalyst class is: 9. (9) Reactant: [C:1]([CH:4]1[CH2:9][CH2:8][N:7]([CH:10]([C:16]2[CH:21]=[CH:20][CH:19]=[CH:18][CH:17]=2)[C:11]([O:13]CC)=[O:12])[CH2:6][CH2:5]1)(=[O:3])[NH2:2].[OH-].[Li+]. Product: [C:1]([CH:4]1[CH2:9][CH2:8][N:7]([CH:10]([C:16]2[CH:17]=[CH:18][CH:19]=[CH:20][CH:21]=2)[C:11]([OH:13])=[O:12])[CH2:6][CH2:5]1)(=[O:3])[NH2:2]. The catalyst class is: 88.